Dataset: Forward reaction prediction with 1.9M reactions from USPTO patents (1976-2016). Task: Predict the product of the given reaction. Given the reactants [F:1][CH:2]1[CH:7]([NH:8][C:9]2[C:14]([N+:15]([O-])=O)=[CH:13][N:12]=[C:11]3[CH:18]=[CH:19][S:20][C:10]=23)[CH2:6][CH2:5][N:4]([C:21]([O:23][C:24]([CH3:27])([CH3:26])[CH3:25])=[O:22])[CH2:3]1, predict the reaction product. The product is: [NH2:15][C:14]1[C:9]([NH:8][CH:7]2[CH2:6][CH2:5][N:4]([C:21]([O:23][C:24]([CH3:26])([CH3:25])[CH3:27])=[O:22])[CH2:3][CH:2]2[F:1])=[C:10]2[S:20][CH:19]=[CH:18][C:11]2=[N:12][CH:13]=1.